From a dataset of Full USPTO retrosynthesis dataset with 1.9M reactions from patents (1976-2016). Predict the reactants needed to synthesize the given product. (1) Given the product [C:11]([O:10][CH:6]1[CH2:7][CH:8]2[CH:4]([CH2:3][C:2](=[O:1])[CH2:9]2)[CH2:5]1)(=[O:13])[CH3:12], predict the reactants needed to synthesize it. The reactants are: [OH:1][CH:2]1[CH2:9][CH:8]2[CH:4]([CH2:5][C:6](=[O:10])[CH2:7]2)[CH2:3]1.[C:11](OC(=O)C)(=[O:13])[CH3:12]. (2) Given the product [CH3:1][O:2][C:3]1[CH:8]=[CH:7][C:6]([O:9][CH2:13][C:14]([O:16][CH2:17][CH3:18])=[O:15])=[CH:5][CH:4]=1, predict the reactants needed to synthesize it. The reactants are: [CH3:1][O:2][C:3]1[CH:8]=[CH:7][C:6]([OH:9])=[CH:5][CH:4]=1.[H-].[Na+].Br[CH2:13][C:14]([O:16][CH2:17][CH3:18])=[O:15].O. (3) Given the product [OH:8][C:9]1[CH:10]=[CH:11][C:12]([CH:20]([OH:35])[CH2:21][NH:22][C:23]2([CH2:26][C:27]3[CH:28]=[CH:29][C:30]([O:33][CH3:34])=[CH:31][CH:32]=3)[CH2:24][CH2:25]2)=[C:13]2[C:18]=1[NH:17][C:16](=[O:19])[CH:15]=[CH:14]2, predict the reactants needed to synthesize it. The reactants are: C([O:8][C:9]1[CH:10]=[CH:11][C:12]([CH:20]([OH:35])[CH2:21][NH:22][C:23]2([CH2:26][C:27]3[CH:32]=[CH:31][C:30]([O:33][CH3:34])=[CH:29][CH:28]=3)[CH2:25][CH2:24]2)=[C:13]2[C:18]=1[NH:17][C:16](=[O:19])[CH:15]=[CH:14]2)C1C=CC=CC=1. (4) Given the product [F:22][C:2]1[CH:3]=[N:4][CH:5]=[C:6]([CH:11]=1)[C:7]([O:9][CH3:10])=[O:8], predict the reactants needed to synthesize it. The reactants are: N[C:2]1[CH:3]=[N:4][CH:5]=[C:6]([CH:11]=1)[C:7]([O:9][CH3:10])=[O:8].N([O-])=O.[Na+].C1C=CN=CC=1.[FH:22]. (5) Given the product [ClH:38].[O:36]=[C:12]1[CH:13]=[C:14]([C:17]2[C:26]3[C:21](=[CH:22][C:23]([O:32][CH3:33])=[C:24]4[O:29][C:28]([CH3:30])([CH3:31])[CH2:27][C:25]4=3)[CH2:20][C:19]([CH3:34])([CH3:35])[N:18]=2)[CH:15]=[CH:16][N:11]1[CH2:10][C:7]1[CH:6]=[CH:5][C:4]([C:3]([OH:37])=[O:2])=[CH:9][CH:8]=1, predict the reactants needed to synthesize it. The reactants are: C[O:2][C:3](=[O:37])[C:4]1[CH:9]=[CH:8][C:7]([CH2:10][N:11]2[CH:16]=[CH:15][C:14]([C:17]3[C:26]4[C:21](=[CH:22][C:23]([O:32][CH3:33])=[C:24]5[O:29][C:28]([CH3:31])([CH3:30])[CH2:27][C:25]5=4)[CH2:20][C:19]([CH3:35])([CH3:34])[N:18]=3)=[CH:13][C:12]2=[O:36])=[CH:6][CH:5]=1.[ClH:38]. (6) Given the product [C:1]([CH2:3][C:4]1([N:26]2[CH:27]=[C:23]([B:18]3[O:17][C:16]([CH3:28])([CH3:15])[C:20]([CH3:22])([CH3:21])[O:19]3)[CH:24]=[N:25]2)[CH2:7][N:6]([C:8]([O:10][C:11]([CH3:14])([CH3:13])[CH3:12])=[O:9])[CH2:5]1)#[N:2], predict the reactants needed to synthesize it. The reactants are: [C:1]([CH:3]=[C:4]1[CH2:7][N:6]([C:8]([O:10][C:11]([CH3:14])([CH3:13])[CH3:12])=[O:9])[CH2:5]1)#[N:2].[CH3:15][C:16]1([CH3:28])[C:20]([CH3:22])([CH3:21])[O:19][B:18]([C:23]2[CH:24]=[N:25][NH:26][CH:27]=2)[O:17]1.C1CCN2C(=NCCC2)CC1. (7) Given the product [OH:11][CH2:12][CH:13]=[C:14]1[CH2:19][CH2:18][CH:17]([N:20]2[C:25](=[O:26])[C:24]([CH2:27][C:28]3[CH:33]=[CH:32][C:31]([C:34]4[C:35]([C:40]#[N:41])=[CH:36][CH:37]=[CH:38][CH:39]=4)=[CH:30][CH:29]=3)=[C:23]([CH2:42][CH2:43][CH3:44])[N:22]3[N:45]=[CH:46][N:47]=[C:21]23)[CH2:16][CH2:15]1, predict the reactants needed to synthesize it. The reactants are: [Cl-].[Ca+2].[Cl-].[BH4-].[Na+].C(O)C.C([O:11][C:12](=O)[CH:13]=[C:14]1[CH2:19][CH2:18][CH:17]([N:20]2[C:25](=[O:26])[C:24]([CH2:27][C:28]3[CH:33]=[CH:32][C:31]([C:34]4[CH:39]=[CH:38][CH:37]=[CH:36][C:35]=4[C:40]#[N:41])=[CH:30][CH:29]=3)=[C:23]([CH2:42][CH2:43][CH3:44])[N:22]3[N:45]=[CH:46][N:47]=[C:21]23)[CH2:16][CH2:15]1)C. (8) Given the product [F:1][C:2]1[CH:3]=[C:4]2[C:9](=[CH:10][CH:11]=1)[N:8]=[CH:7][CH:6]=[C:5]2[C:15]([OH:17])=[O:16], predict the reactants needed to synthesize it. The reactants are: [F:1][C:2]1[CH:3]=[C:4]2[C:9](=[CH:10][CH:11]=1)[N:8]=[C:7](C(O)=O)[CH:6]=[C:5]2[C:15]([OH:17])=[O:16]. (9) Given the product [C:3]([O:9][C:10]1([C:13]2[N:14]=[C:15]([CH2:18][N:29]3[N:28]=[C:27]([N+:24]([O-:26])=[O:25])[CH:31]=[N:30]3)[O:16][CH:17]=2)[CH2:11][CH2:12]1)(=[O:8])[C:4]([CH3:5])([CH3:6])[CH3:7], predict the reactants needed to synthesize it. The reactants are: N#N.[C:3]([O:9][C:10]1([C:13]2[N:14]=[C:15]([CH2:18]OS(C)(=O)=O)[O:16][CH:17]=2)[CH2:12][CH2:11]1)(=[O:8])[C:4]([CH3:7])([CH3:6])[CH3:5].[N+:24]([C:27]1[CH:31]=[N:30][NH:29][N:28]=1)([O-:26])=[O:25].CCN(C(C)C)C(C)C.